Task: Predict which catalyst facilitates the given reaction.. Dataset: Catalyst prediction with 721,799 reactions and 888 catalyst types from USPTO Reactant: [Li].[H-].[O:3]=[C:4]1[CH2:13][CH:12]([C:14](OCC)=[O:15])[CH2:11][C:10]2[N:9]=[N:8][C:7]([C:19]3[CH:24]=[CH:23][CH:22]=[C:21]([C:25]([F:28])([F:27])[F:26])[CH:20]=3)=[CH:6][C:5]1=2.Cl. Product: [OH:15][CH2:14][CH:12]1[CH2:11][C:10]2[N:9]=[N:8][C:7]([C:19]3[CH:24]=[CH:23][CH:22]=[C:21]([C:25]([F:28])([F:26])[F:27])[CH:20]=3)=[CH:6][C:5]=2[CH:4]([OH:3])[CH2:13]1. The catalyst class is: 13.